Task: Predict which catalyst facilitates the given reaction.. Dataset: Catalyst prediction with 721,799 reactions and 888 catalyst types from USPTO (1) Product: [OH:11][CH2:12][CH:13]([CH2:15][OH:16])[OH:14].[C:1]([O-:10])(=[O:9])[CH2:2][CH2:3][CH2:4][CH2:5][C:6]([O-:8])=[O:7]. Reactant: [C:1]([OH:10])(=[O:9])[CH2:2][CH2:3][CH2:4][CH2:5][C:6]([OH:8])=[O:7].[OH:11][CH2:12][CH:13]([CH2:15][OH:16])[OH:14]. The catalyst class is: 501. (2) Reactant: [C:1]([O:5][C:6]([NH:8][CH2:9][CH2:10][C:11]1[CH:16]=[CH:15][C:14]([NH:17]/[C:18](=[C:37]2\[C:38](=[O:52])[N:39](C(=O)C)[C:40]3[C:45]\2=[CH:44][C:43]([N+:46]([O-:48])=[O:47])=[CH:42][CH:41]=3)/[C:19]2[CH:24]=[CH:23][C:22]([CH2:25][N:26]3C(=O)C4=CC=CC=C4C3=O)=[CH:21][CH:20]=2)=[CH:13][CH:12]=1)=[O:7])([CH3:4])([CH3:3])[CH3:2].O.NN. Product: [C:1]([O:5][C:6]([NH:8][CH2:9][CH2:10][C:11]1[CH:12]=[CH:13][C:14]([NH:17]/[C:18](=[C:37]2\[C:38](=[O:52])[NH:39][C:40]3[C:45]\2=[CH:44][C:43]([N+:46]([O-:48])=[O:47])=[CH:42][CH:41]=3)/[C:19]2[CH:24]=[CH:23][C:22]([CH2:25][NH2:26])=[CH:21][CH:20]=2)=[CH:15][CH:16]=1)=[O:7])([CH3:4])([CH3:2])[CH3:3]. The catalyst class is: 8. (3) Reactant: Cl[C:2]1[C:3]2[C:4](=[CH:15][N:16](CC3C=CC(OC)=CC=3)[N:17]=2)[N:5]=[C:6]([C:8]2[CH:13]=[CH:12][CH:11]=[CH:10][C:9]=2[F:14])[N:7]=1.[CH:27]1([N:30]2[CH2:35][CH2:34][N:33]([C:36]3[CH:42]=[CH:41][C:39]([NH2:40])=[CH:38][CH:37]=3)[CH2:32][CH2:31]2)[CH2:29][CH2:28]1.Cl. Product: [CH:27]1([N:30]2[CH2:31][CH2:32][N:33]([C:36]3[CH:42]=[CH:41][C:39]([NH:40][C:2]4[C:3]5[NH:17][N:16]=[CH:15][C:4]=5[N:5]=[C:6]([C:8]5[CH:13]=[CH:12][CH:11]=[CH:10][C:9]=5[F:14])[N:7]=4)=[CH:38][CH:37]=3)[CH2:34][CH2:35]2)[CH2:29][CH2:28]1. The catalyst class is: 71. (4) Reactant: [F:1][C:2]1[CH:3]=[C:4]([CH:16]=[CH:17][C:18]=1[F:19])[CH2:5][N:6]1[CH:11]=[CH:10][N:9]=[C:8]([C:12]([OH:14])=O)[C:7]1=[O:15].CN(C(ON1N=NC2C=CC=NC1=2)=[N+](C)C)C.F[P-](F)(F)(F)(F)F.C(N(CC)C(C)C)(C)C.[NH2:53][C@H:54]([C:67]1[CH:72]=[CH:71][CH:70]=[CH:69][CH:68]=1)[CH2:55][O:56][C:57]1[CH:66]=[CH:65][C:60]2[NH:61][C:62](=[O:64])[NH:63][C:59]=2[CH:58]=1.[NH4+].[Cl-]. Product: [F:1][C:2]1[CH:3]=[C:4]([CH:16]=[CH:17][C:18]=1[F:19])[CH2:5][N:6]1[CH:11]=[CH:10][N:9]=[C:8]([C:12]([NH:53][C@H:54]([C:67]2[CH:72]=[CH:71][CH:70]=[CH:69][CH:68]=2)[CH2:55][O:56][C:57]2[CH:66]=[CH:65][C:60]3[NH:61][C:62](=[O:64])[NH:63][C:59]=3[CH:58]=2)=[O:14])[C:7]1=[O:15]. The catalyst class is: 514. (5) Reactant: [CH:1]([NH2:14])([C:8]1[CH:13]=[CH:12][CH:11]=[CH:10][CH:9]=1)[C:2]1[CH:7]=[CH:6][CH:5]=[CH:4][CH:3]=1.[CH3:15][Si:16]([CH2:19]Cl)([CH3:18])[CH3:17]. Product: [C:2]1([CH:1]([C:8]2[CH:9]=[CH:10][CH:11]=[CH:12][CH:13]=2)[NH:14][CH2:15][Si:16]([CH3:19])([CH3:18])[CH3:17])[CH:7]=[CH:6][CH:5]=[CH:4][CH:3]=1. The catalyst class is: 10. (6) The catalyst class is: 28. Reactant: [Cl:1][C:2]1[CH:15]=[CH:14][CH:13]=[C:12]([Cl:16])[C:3]=1[O:4][CH:5]([C:7]1[NH:8][CH2:9][CH2:10][N:11]=1)[CH3:6].CCOCC.CC(O)C.Cl. Product: [ClH:1].[Cl:1][C:2]1[CH:15]=[CH:14][CH:13]=[C:12]([Cl:16])[C:3]=1[O:4][CH:5]([C:7]1[NH:11][CH2:10][CH2:9][N:8]=1)[CH3:6]. (7) Product: [CH2:13]([NH:20][C:10]([C:8]1[CH:9]=[C:4]2[CH:3]=[CH:2][NH:1][C:5]2=[N:6][CH:7]=1)=[O:12])[C:14]1[CH:19]=[CH:18][CH:17]=[CH:16][CH:15]=1. Reactant: [NH:1]1[C:5]2=[N:6][CH:7]=[C:8]([C:10]([OH:12])=O)[CH:9]=[C:4]2[CH:3]=[CH:2]1.[CH2:13]([NH2:20])[C:14]1[CH:19]=[CH:18][CH:17]=[CH:16][CH:15]=1.C1CN([P+](Br)(N2CCCC2)N2CCCC2)CC1.F[P-](F)(F)(F)(F)F.C(N(CC)CC)C.O1CCCC1.CN(C)C=O.C(Cl)Cl. The catalyst class is: 6. (8) Reactant: [CH3:1][O:2][C:3](=[O:14])[C:4]1[CH:13]=[CH:12][CH:11]=[C:6]([C:7](OC)=[O:8])[CH:5]=1. Product: [CH3:1][O:2][C:3](=[O:14])[C:4]1[CH:13]=[CH:12][CH:11]=[C:6]([CH2:7][OH:8])[CH:5]=1. The catalyst class is: 7. (9) Reactant: O[CH2:2][CH2:3][C:4]1[C:5](=[O:13])[N:6]([CH3:12])[C:7]([CH3:11])=[N:8][C:9]=1[CH3:10].CS([Cl:18])(=O)=O. Product: [Cl:18][CH2:2][CH2:3][C:4]1[C:5](=[O:13])[N:6]([CH3:12])[C:7]([CH3:11])=[N:8][C:9]=1[CH3:10]. The catalyst class is: 236. (10) Reactant: [CH3:1][O:2][C:3]1[CH:4]=[C:5]([CH2:17][CH2:18][NH2:19])[CH:6]=[CH:7][C:8]=1[O:9][CH2:10][C:11]1[CH:16]=[CH:15][CH:14]=[CH:13][CH:12]=1.C(N(CC)CC)C.O1CCCC1.[CH:32]1[C:41]2[CH2:40][CH2:39][CH2:38][CH2:37][C:36]=2[CH:35]=[CH:34][C:33]=1[CH2:42][C:43](Cl)=[O:44]. Product: [CH2:10]([O:9][C:8]1[CH:7]=[CH:6][C:5]([CH2:17][CH2:18][NH:19][C:43](=[O:44])[CH2:42][C:33]2[CH:34]=[CH:35][C:36]3[CH2:37][CH2:38][CH2:39][CH2:40][C:41]=3[CH:32]=2)=[CH:4][C:3]=1[O:2][CH3:1])[C:11]1[CH:12]=[CH:13][CH:14]=[CH:15][CH:16]=1. The catalyst class is: 6.